From a dataset of Full USPTO retrosynthesis dataset with 1.9M reactions from patents (1976-2016). Predict the reactants needed to synthesize the given product. (1) Given the product [Br:1][C:2]1[C:10]([CH2:11][C:31]#[N:32])=[CH:9][C:5]2[O:6][CH2:7][O:8][C:4]=2[CH:3]=1, predict the reactants needed to synthesize it. The reactants are: [Br:1][C:2]1[C:10]([CH2:11]Br)=[CH:9][C:5]2[O:6][CH2:7][O:8][C:4]=2[CH:3]=1.C1OCCOCCOCCOCCOCCOC1.[C-:31]#[N:32].[K+].O. (2) Given the product [CH3:1][O:2][C:3]([C:5]1[N:6]=[CH:7][N:8]([CH2:11][O:12][CH3:13])[CH:9]=1)=[O:4], predict the reactants needed to synthesize it. The reactants are: [CH3:1][O:2][C:3]([C:5]1[N:6]=[CH:7][NH:8][CH:9]=1)=[O:4].Cl[CH2:11][O:12][CH3:13]. (3) Given the product [CH3:42][C:32]1[CH:37]=[CH:36][CH:35]=[CH:34][C:33]=1[S:38]([NH:41][C:25]([C:24]1[CH:28]=[CH:29][C:21]([CH2:20][C:13]2[C:12]3[CH:11]=[C:10]([NH:9][C:7]([O:6][CH:1]4[CH2:5][CH2:4][CH2:3][CH2:2]4)=[O:8])[CH:18]=[CH:17][C:16]=3[N:15]([CH3:19])[CH:14]=2)=[C:22]([O:30][CH3:31])[CH:23]=1)=[O:27])(=[O:40])=[O:39].[CH2:1]([O-:6])[CH3:2], predict the reactants needed to synthesize it. The reactants are: [CH:1]1([O:6][C:7]([NH:9][C:10]2[CH:11]=[C:12]3[C:16](=[CH:17][CH:18]=2)[N:15]([CH3:19])[CH:14]=[C:13]3[CH2:20][C:21]2[CH:29]=[CH:28][C:24]([C:25]([OH:27])=O)=[CH:23][C:22]=2[O:30][CH3:31])=[O:8])[CH2:5][CH2:4][CH2:3][CH2:2]1.[C:32]1([CH3:42])[C:33]([S:38]([NH2:41])(=[O:40])=[O:39])=[CH:34][CH:35]=[CH:36][CH:37]=1.Cl.CN(C)CCCN=C=NCC.Cl. (4) Given the product [F:1][C:2]1[CH:7]=[CH:6][C:5]([F:8])=[CH:4][C:3]=1[C:9]1[CH2:13][N:12]([C:14]([O:16][C:17]2[CH:20]=[CH:42][C:41]([N+:44]([O-:46])=[O:45])=[CH:40][CH:19]=2)=[O:15])[CH:11]([C:21]2[CH:26]=[CH:25][CH:24]=[CH:23][CH:22]=2)[CH:10]=1, predict the reactants needed to synthesize it. The reactants are: [F:1][C:2]1[CH:7]=[CH:6][C:5]([F:8])=[CH:4][C:3]=1[C:9]1[CH2:13][N:12]([C:14]([O:16][C:17]([CH3:20])([CH3:19])C)=[O:15])[CH:11]([C:21]2[CH:26]=[CH:25][CH:24]=[CH:23][CH:22]=2)[CH:10]=1.FC(F)(F)C(O)=O.ClC(OC1C=[CH:42][C:41]([N+:44]([O-:46])=[O:45])=[CH:40]C=1)=O. (5) Given the product [Br:25][C:9]1[CH:10]=[C:11]([C:12]2[CH:13]=[CH:14][CH:15]=[CH:16][CH:17]=2)[N:5]2[C:6]=1[CH:7]=[N:8][C:3]([S:2][CH3:1])=[N:4]2, predict the reactants needed to synthesize it. The reactants are: [CH3:1][S:2][C:3]1[N:8]=[CH:7][C:6]2=[CH:9][CH:10]=[C:11]([C:12]3[CH:17]=[CH:16][CH:15]=[CH:14][CH:13]=3)[N:5]2[N:4]=1.O1CCCC1.CO.[Br:25]N1C(=O)CCC1=O. (6) Given the product [N:32]1([O:33][C:2]2[N:7]=[C:6]([NH:8][C:9]3[CH:14]=[CH:13][C:12]([N:15]4[CH:19]=[CH:18][CH:17]=[N:16]4)=[C:11]([F:20])[CH:10]=3)[C:5]([C:21]([NH2:38])=[O:23])=[CH:4][N:3]=2)[C:27]2[CH:26]=[CH:25][CH:24]=[CH:29][C:28]=2[N:30]=[N:31]1, predict the reactants needed to synthesize it. The reactants are: Cl[C:2]1[N:7]=[C:6]([NH:8][C:9]2[CH:14]=[CH:13][C:12]([N:15]3[CH:19]=[CH:18][CH:17]=[N:16]3)=[C:11]([F:20])[CH:10]=2)[C:5]([C:21]([OH:23])=O)=[CH:4][N:3]=1.[CH:24]1[CH:25]=[CH:26][C:27]2[N:32]([OH:33])[N:31]=[N:30][C:28]=2[CH:29]=1.C(Cl)CCl.[NH3:38]. (7) Given the product [CH2:23]([Sn:17]([CH2:13][CH2:14][CH2:15][CH3:16])([CH2:19][CH2:20][CH2:21][CH3:22])[C:6]1[S:5][N:4]=[C:3]([CH:1]=[CH2:2])[CH:7]=1)[CH2:24][CH2:25][CH3:26], predict the reactants needed to synthesize it. The reactants are: [CH:1]([C:3]1[CH:7]=[CH:6][S:5][N:4]=1)=[CH2:2].C([Li])CCC.[CH2:13]([Sn:17]([CH2:23][CH2:24][CH2:25][CH3:26])([CH2:19][CH2:20][CH2:21][CH3:22])Cl)[CH2:14][CH2:15][CH3:16].C(=O)(O)[O-].[Na+]. (8) Given the product [CH3:1][O:2][C:3]1[CH:10]=[C:9]([C:11]([F:14])([F:13])[F:12])[CH:8]=[CH:7][C:4]=1[OH:20], predict the reactants needed to synthesize it. The reactants are: [CH3:1][O:2][C:3]1[CH:10]=[C:9]([C:11]([F:14])([F:13])[F:12])[CH:8]=[CH:7][C:4]=1C=O.ClC1C=C(C=CC=1)C(OO)=[O:20].C(N(CC)CC)C. (9) The reactants are: [NH:1]1[C:5](=[O:6])[CH2:4][CH2:3][C@H:2]1[C:7]([OH:9])=[O:8].Cl(O)(=O)(=O)=O.C([O-])(O)=O.[Na+].C(O[C:24]([CH3:27])([CH3:26])[CH3:25])(=O)C. Given the product [O:6]=[C:5]1[NH:1][C@H:2]([C:7]([O:9][C:24]([CH3:27])([CH3:26])[CH3:25])=[O:8])[CH2:3][CH2:4]1, predict the reactants needed to synthesize it. (10) The reactants are: [OH-].[K+].[F:3][C:4]1[CH:19]=[C:18]([N+:20]([O-:22])=[O:21])[CH:17]=[CH:16][C:5]=1[O:6][C:7]1[CH:12]=[CH:11][N:10]=[C:9]2[NH:13][N:14]=[CH:15][C:8]=12.[I:23]I.Cl[CH2:26][C:27]1[CH:32]=[CH:31][C:30]([O:33][CH3:34])=[CH:29][CH:28]=1. Given the product [CH3:34][O:33][C:30]1[CH:31]=[CH:32][C:27]([CH2:26][N:13]2[C:9]3=[N:10][CH:11]=[CH:12][C:7]([O:6][C:5]4[CH:16]=[CH:17][C:18]([N+:20]([O-:22])=[O:21])=[CH:19][C:4]=4[F:3])=[C:8]3[C:15]([I:23])=[N:14]2)=[CH:28][CH:29]=1, predict the reactants needed to synthesize it.